Dataset: Full USPTO retrosynthesis dataset with 1.9M reactions from patents (1976-2016). Task: Predict the reactants needed to synthesize the given product. (1) Given the product [CH3:72][CH:71]([CH3:73])[C@H:67]([NH:66][C:64](=[O:65])[O:63][CH3:62])[C:68]([N:41]1[CH2:42][CH2:43][CH2:44][C@H:40]1[C:38]1[NH:39][C:35]([C:32]2[CH:31]=[CH:30][C:29]([C:26]3[CH:27]=[CH:28][C:23]([C:20]4[NH:19][C:18]([C@@H:14]5[CH2:15][CH2:16][CH2:17][N:13]5[C:11](=[O:12])[C@H:10]([CH:9]([CH3:52])[CH3:8])[NH:45][C:46]5[N:51]=[CH:50][CH:49]=[CH:48][N:47]=5)=[N:22][CH:21]=4)=[CH:24][CH:25]=3)=[CH:34][CH:33]=2)=[CH:36][N:37]=1)=[O:69], predict the reactants needed to synthesize it. The reactants are: C(O)(C(F)(F)F)=O.[CH3:8][CH:9]([CH3:52])[C@H:10]([NH:45][C:46]1[N:51]=[CH:50][CH:49]=[CH:48][N:47]=1)[C:11]([N:13]1[CH2:17][CH2:16][CH2:15][C@H:14]1[C:18]1[NH:19][C:20]([C:23]2[CH:28]=[CH:27][C:26]([C:29]3[CH:34]=[CH:33][C:32]([C:35]4[NH:39][C:38]([C@@H:40]5[CH2:44][CH2:43][CH2:42][NH:41]5)=[N:37][CH:36]=4)=[CH:31][CH:30]=3)=[CH:25][CH:24]=2)=[CH:21][N:22]=1)=[O:12].CCN(C(C)C)C(C)C.[CH3:62][O:63][C:64]([NH:66][C@@H:67]([CH:71]([CH3:73])[CH3:72])[C:68](O)=[O:69])=[O:65].CN(C(ON1N=NC2C=CC=NC1=2)=[N+](C)C)C.F[P-](F)(F)(F)(F)F. (2) Given the product [NH2:1][CH2:4][C@H:5]([OH:37])[CH2:6][N:7]1[C:15]2[C:10](=[CH:11][C:12]([NH:16][C:17]([C:19]3([C:22]4[CH:32]=[CH:31][C:25]5[O:26][C:27]([F:30])([F:29])[O:28][C:24]=5[CH:23]=4)[CH2:21][CH2:20]3)=[O:18])=[CH:13][CH:14]=2)[CH:9]=[C:8]1[C:33]([CH3:35])([CH3:34])[CH3:36], predict the reactants needed to synthesize it. The reactants are: [N:1]([CH2:4][C@H:5]([OH:37])[CH2:6][N:7]1[C:15]2[C:10](=[CH:11][C:12]([NH:16][C:17]([C:19]3([C:22]4[CH:32]=[CH:31][C:25]5[O:26][C:27]([F:30])([F:29])[O:28][C:24]=5[CH:23]=4)[CH2:21][CH2:20]3)=[O:18])=[CH:13][CH:14]=2)[CH:9]=[C:8]1[C:33]([CH3:36])([CH3:35])[CH3:34])=[N+]=[N-]. (3) The reactants are: [O:1]1[C:5]2[CH:6]=[CH:7][CH:8]=[CH:9][C:4]=2[C:3]([CH2:10][CH2:11]O)=[CH:2]1.C1(C)C=CC(S(Cl)(=O)=O)=CC=1.S(C1C=CC(C)=CC=1)([O-])(=O)=O.[F:35][C:36]1[CH:37]=[C:38]2[C:43](=[C:44]([N:46]3[CH2:51][CH2:50][NH:49][CH2:48][CH2:47]3)[CH:45]=1)[N:42]=[CH:41][CH:40]=[CH:39]2.C(N(CC)C(C)C)(C)C. Given the product [O:1]1[C:5]2[CH:6]=[CH:7][CH:8]=[CH:9][C:4]=2[C:3]([CH2:10][CH2:11][N:49]2[CH2:50][CH2:51][N:46]([C:44]3[CH:45]=[C:36]([F:35])[CH:37]=[C:38]4[C:43]=3[N:42]=[CH:41][CH:40]=[CH:39]4)[CH2:47][CH2:48]2)=[CH:2]1, predict the reactants needed to synthesize it. (4) Given the product [C:1]([O:5][C:6]([N:8]1[CH2:9][CH2:10][CH:11]([C:14]2[C:22]3[C:17](=[CH:18][C:19]([F:23])=[CH:20][CH:21]=3)[N:16]([C:35]3[CH:40]=[CH:39][CH:38]=[CH:37][CH:36]=3)[C:15]=2[CH2:24][CH3:25])[CH2:12][CH2:13]1)=[O:7])([CH3:4])([CH3:3])[CH3:2], predict the reactants needed to synthesize it. The reactants are: [C:1]([O:5][C:6]([N:8]1[CH2:13][CH2:12][CH:11]([C:14]2[C:22]3[C:17](=[CH:18][C:19]([F:23])=[CH:20][CH:21]=3)[NH:16][C:15]=2[CH2:24][CH3:25])[CH2:10][CH2:9]1)=[O:7])([CH3:4])([CH3:3])[CH3:2].P([O-])([O-])([O-])=O.[K+].[K+].[K+].I[C:35]1[CH:40]=[CH:39][CH:38]=[CH:37][CH:36]=1.CNC1CCCCC1NC. (5) Given the product [ClH:37].[ClH:37].[CH2:1]([N:3]1[CH2:8][CH2:7][N:6]([C:9]2[N:10]=[C:11]([C:18]3[CH:23]=[CH:22][C:21]([CH2:24][CH2:25][C:26]([OH:28])([CH3:29])[CH3:27])=[CH:20][CH:19]=3)[CH:12]=[C:13]3[CH:17]=[CH:16][S:15][C:14]=23)[CH2:5][CH2:4]1)[CH3:2], predict the reactants needed to synthesize it. The reactants are: [CH2:1]([N:3]1[CH2:8][CH2:7][N:6]([C:9]2[N:10]=[C:11]([C:18]3[CH:23]=[CH:22][C:21]([CH2:24][CH2:25][C:26](=[O:28])[CH3:27])=[CH:20][CH:19]=3)[CH:12]=[C:13]3[CH:17]=[CH:16][S:15][C:14]=23)[CH2:5][CH2:4]1)[CH3:2].[CH3:29][Mg]Br.CCOCC.[Cl-:37].[NH4+].C(OCC)(=O)C.